This data is from Full USPTO retrosynthesis dataset with 1.9M reactions from patents (1976-2016). The task is: Predict the reactants needed to synthesize the given product. Given the product [CH:3]1[C:16]2[C:7](=[CH:8][C:9]3[C:14]([C:15]=2[Si:24]([C:31]2[CH:36]=[CH:35][CH:34]=[CH:33][CH:32]=2)([C:25]2[CH:30]=[CH:29][CH:28]=[CH:27][CH:26]=2)[OH:2])=[CH:13][CH:12]=[CH:11][CH:10]=3)[CH:6]=[CH:5][CH:4]=1, predict the reactants needed to synthesize it. The reactants are: [SiH3][OH:2].[CH:3]1[C:16]2[C:7](=[CH:8][C:9]3[C:14]([C:15]=2Br)=[CH:13][CH:12]=[CH:11][CH:10]=3)[CH:6]=[CH:5][CH:4]=1.C([Li])CCC.Cl[Si:24](Cl)([C:31]1[CH:36]=[CH:35][CH:34]=[CH:33][CH:32]=1)[C:25]1[CH:30]=[CH:29][CH:28]=[CH:27][CH:26]=1.